From a dataset of Forward reaction prediction with 1.9M reactions from USPTO patents (1976-2016). Predict the product of the given reaction. (1) Given the reactants [NH2:1][S:2]([C:5]1[CH:6]=[C:7]([CH:12]=[CH:13][CH:14]=1)[C:8](OC)=[O:9])(=[O:4])=[O:3].[Cl-].[Cl-].[Ca+2].[BH4-].[Na+], predict the reaction product. The product is: [OH:9][CH2:8][C:7]1[CH:6]=[C:5]([S:2]([NH2:1])(=[O:3])=[O:4])[CH:14]=[CH:13][CH:12]=1. (2) Given the reactants [CH3:1][N:2]1[CH2:15][CH2:14][C:5]2[NH:6][C:7]3[CH:8]=[CH:9][C:10]([CH3:13])=[CH:11][C:12]=3[C:4]=2[CH2:3]1.N1CCC[C@H]1C(O)=O.P([O-])([O-])([O-])=O.[K+].[K+].[K+].Br[CH:33]=[C:34]([C:36]1[CH:41]=[CH:40][C:39]([O:42][CH3:43])=[CH:38][CH:37]=1)[CH3:35], predict the reaction product. The product is: [CH3:43][O:42][C:39]1[CH:40]=[CH:41][C:36](/[C:34](/[CH3:35])=[CH:33]/[N:6]2[C:7]3[CH:8]=[CH:9][C:10]([CH3:13])=[CH:11][C:12]=3[C:4]3[CH2:3][N:2]([CH3:1])[CH2:15][CH2:14][C:5]2=3)=[CH:37][CH:38]=1. (3) Given the reactants [OH:1][C:2]1[C:11]2[C:6](=[CH:7][CH:8]=[CH:9][CH:10]=2)[C:5]([S:12](Cl)(=[O:14])=[O:13])=[CH:4][C:3]=1[S:16](Cl)(=[O:18])=[O:17].[NH2:20][C:21]1[C:22]([CH3:27])=[CH:23][CH:24]=[CH:25][CH:26]=1, predict the reaction product. The product is: [C:22]1([CH3:27])[CH:23]=[CH:24][CH:25]=[CH:26][C:21]=1[NH:20][S:12]([C:5]1[C:6]2[C:11](=[CH:10][CH:9]=[CH:8][CH:7]=2)[C:2]([OH:1])=[C:3]([S:16]([NH:20][C:21]2[CH:26]=[CH:25][CH:24]=[CH:23][C:22]=2[CH3:27])(=[O:18])=[O:17])[CH:4]=1)(=[O:14])=[O:13]. (4) Given the reactants [CH3:1][C:2]1([C:8]2[CH:13]=[CH:12][C:11]([CH3:14])=[CH:10][CH:9]=2)[C:5](=[O:6])[CH2:4][C:3]1=[O:7].[CH:15](=O)[C:16]1[CH:21]=[CH:20][CH:19]=[CH:18][CH:17]=1.[CH3:23][C:24]1[CH:25]=[CH:26][CH:27]=[C:28]2[C:32]=1[NH:31][CH:30]=[C:29]2[CH2:33][NH:34][C:35](=[O:37])[CH3:36], predict the reaction product. The product is: [OH:7][C:3]1[C:2]([CH3:1])([C:8]2[CH:13]=[CH:12][C:11]([CH3:14])=[CH:10][CH:9]=2)[C:5](=[O:6])[C:4]=1[CH:15]([C:16]1[CH:21]=[CH:20][CH:19]=[CH:18][CH:17]=1)[C:30]1[NH:31][C:32]2[C:28]([C:29]=1[CH2:33][NH:34][C:35](=[O:37])[CH3:36])=[CH:27][CH:26]=[CH:25][C:24]=2[CH3:23]. (5) The product is: [Cl:15][C:16]1[CH:24]=[C:23]([S:25](=[O:28])(=[O:27])[NH2:26])[CH:22]=[CH:21][C:17]=1[C:18]([NH:6][C:5]1[CH:7]=[CH:8][C:2]([Cl:1])=[C:3]([C:9]2[CH:14]=[CH:13][CH:12]=[CH:11][N:10]=2)[CH:4]=1)=[O:19]. Given the reactants [Cl:1][C:2]1[CH:8]=[CH:7][C:5]([NH2:6])=[CH:4][C:3]=1[C:9]1[CH:14]=[CH:13][CH:12]=[CH:11][N:10]=1.[Cl:15][C:16]1[CH:24]=[C:23]([S:25](=[O:28])(=[O:27])[NH2:26])[CH:22]=[CH:21][C:17]=1[C:18](O)=[O:19], predict the reaction product. (6) Given the reactants C([C:3]1[N:10]=[CH:9][C:8]([C:11]2[N:20]=[C:19]([NH:21][CH2:22][C:23]3[CH:28]=[CH:27][CH:26]=[CH:25][N:24]=3)[C:18]3[C:13](=[CH:14][CH:15]=[CH:16][C:17]=3[C:29]3[CH:34]=[CH:33][CH:32]=[CH:31][CH:30]=3)[N:12]=2)=[CH:7][C:4]=1[C:5]#[N:6])C.Cl.[NH2:36][OH:37].C(=O)([O-])[O-].[K+].[K+], predict the reaction product. The product is: [OH:37][NH:36][C:5](=[NH:6])[C:4]1[CH:7]=[C:8]([C:11]2[N:20]=[C:19]([NH:21][CH2:22][C:23]3[CH:28]=[CH:27][CH:26]=[CH:25][N:24]=3)[C:18]3[C:13](=[CH:14][CH:15]=[CH:16][C:17]=3[C:29]3[CH:34]=[CH:33][CH:32]=[CH:31][CH:30]=3)[N:12]=2)[CH:9]=[N:10][CH:3]=1.